This data is from Full USPTO retrosynthesis dataset with 1.9M reactions from patents (1976-2016). The task is: Predict the reactants needed to synthesize the given product. Given the product [CH3:36][N:37]([CH3:38])[C:28]([C:26]1[O:27][C:23]([CH2:22][N:3]2[C:4]3[C:9](=[CH:8][CH:7]=[CH:6][CH:5]=3)[C:10]3([CH2:14][O:13][C:12]4[CH:15]=[C:16]5[C:20](=[CH:21][C:11]3=4)[CH2:19][CH2:18][O:17]5)[C:2]2=[O:1])=[CH:24][CH:25]=1)=[O:30], predict the reactants needed to synthesize it. The reactants are: [O:1]=[C:2]1[C:10]2([CH2:14][O:13][C:12]3[CH:15]=[C:16]4[C:20](=[CH:21][C:11]2=3)[CH2:19][CH2:18][O:17]4)[C:9]2[C:4](=[CH:5][CH:6]=[CH:7][CH:8]=2)[N:3]1[CH2:22][C:23]1[O:27][C:26]([C:28]([OH:30])=O)=[CH:25][CH:24]=1.S(Cl)(Cl)=O.Cl.[CH3:36][NH:37][CH3:38].C(N(CC)CC)C.